Task: Predict which catalyst facilitates the given reaction.. Dataset: Catalyst prediction with 721,799 reactions and 888 catalyst types from USPTO Reactant: [H-].[Al+3].[Li+].[H-].[H-].[H-].[NH:7]1[C:15]2[C:10](=[N:11][CH:12]=[CH:13][CH:14]=2)[C:9]([N:16]2[CH2:21][CH2:20][CH:19]([NH:22][C:23](=O)OC(C)(C)C)[CH2:18][CH2:17]2)=[CH:8]1.C(O)C. Product: [CH3:23][NH:22][CH:19]1[CH2:20][CH2:21][N:16]([C:9]2[C:10]3=[N:11][CH:12]=[CH:13][CH:14]=[C:15]3[NH:7][CH:8]=2)[CH2:17][CH2:18]1. The catalyst class is: 7.